This data is from Catalyst prediction with 721,799 reactions and 888 catalyst types from USPTO. The task is: Predict which catalyst facilitates the given reaction. (1) Product: [NH2:39][C:36]1[N:35]=[CH:34][C:33]2[CH2:32][N:31]([C:9]([NH:11][CH2:12][CH:13]3[C:15]4([CH2:20][CH2:19][N:18]([C:21]([O:23][C:24]([CH3:26])([CH3:25])[CH3:27])=[O:22])[CH2:17][CH2:16]4)[CH2:14]3)=[O:10])[CH2:30][C:38]=2[CH:37]=1. Reactant: [N+](C1C=CC(O[C:9]([NH:11][CH2:12][CH:13]2[C:15]3([CH2:20][CH2:19][N:18]([C:21]([O:23][C:24]([CH3:27])([CH3:26])[CH3:25])=[O:22])[CH2:17][CH2:16]3)[CH2:14]2)=[O:10])=CC=1)([O-])=O.[CH2:30]1[C:38]2[CH:37]=[C:36]([NH2:39])[N:35]=[CH:34][C:33]=2[CH2:32][NH:31]1.CCN(C(C)C)C(C)C. The catalyst class is: 2. (2) Reactant: [CH2:1]([C:3]1[CH:8]=[CH:7][CH:6]=[CH:5][C:4]=1[NH:9][C:10](=[O:12])[CH3:11])[CH3:2].[N+:13]([O-])([OH:15])=[O:14]. Product: [CH2:1]([C:3]1[CH:8]=[CH:7][CH:6]=[C:5]([N+:13]([O-:15])=[O:14])[C:4]=1[NH:9][C:10](=[O:12])[CH3:11])[CH3:2]. The catalyst class is: 15. (3) Reactant: [CH3:1][O:2][C:3]1[CH:4]=[C:5]([C:11]2[N:20]=[C:19]([NH:21][CH2:22][C@:23]3([F:36])[CH2:28][CH2:27][CH2:26][N:25](C(OC(C)(C)C)=O)[CH2:24]3)[C:14]3=[N:15][CH:16]=[CH:17][N:18]=[C:13]3[CH:12]=2)[CH:6]=[CH:7][C:8]=1[O:9][CH3:10].FC(F)(F)C(O)=O.[ClH:44]. Product: [ClH:44].[CH3:1][O:2][C:3]1[CH:4]=[C:5]([C:11]2[N:20]=[C:19]([NH:21][CH2:22][C@:23]3([F:36])[CH2:28][CH2:27][CH2:26][NH:25][CH2:24]3)[C:14]3=[N:15][CH:16]=[CH:17][N:18]=[C:13]3[CH:12]=2)[CH:6]=[CH:7][C:8]=1[O:9][CH3:10]. The catalyst class is: 98. (4) Reactant: [C:1]([O:5][C:6]([NH:8][CH2:9][C:10]([OH:12])=O)=[O:7])([CH3:4])([CH3:3])[CH3:2].CCN(C(C)C)C(C)C.CN(C(ON1N=NC2C=CC=NC1=2)=[N+](C)C)C.F[P-](F)(F)(F)(F)F.Cl.[F:47][C:48]1[CH:56]=[C:55]2[C:51]([C:52]([C:66]3[CH:67]=[N:68][N:69]([CH:71]4[CH2:76][CH2:75][NH:74][CH2:73][CH2:72]4)[CH:70]=3)=[CH:53][N:54]2[S:57]([C:60]2[CH:65]=[CH:64][CH:63]=[CH:62][CH:61]=2)(=[O:59])=[O:58])=[CH:50][CH:49]=1. Product: [F:47][C:48]1[CH:56]=[C:55]2[C:51]([C:52]([C:66]3[CH:67]=[N:68][N:69]([CH:71]4[CH2:76][CH2:75][N:74]([C:10](=[O:12])[CH2:9][NH:8][C:6](=[O:7])[O:5][C:1]([CH3:2])([CH3:3])[CH3:4])[CH2:73][CH2:72]4)[CH:70]=3)=[CH:53][N:54]2[S:57]([C:60]2[CH:61]=[CH:62][CH:63]=[CH:64][CH:65]=2)(=[O:58])=[O:59])=[CH:50][CH:49]=1. The catalyst class is: 18. (5) Reactant: [C:1]([CH2:3][N:4]1[CH2:9][CH2:8][N:7]([CH2:10][CH2:11][OH:12])[CH2:6][CH2:5]1)#[N:2].[H-].[Al+3].[Li+].[H-].[H-].[H-].[OH-].[Na+]. Product: [NH2:2][CH2:1][CH2:3][N:4]1[CH2:9][CH2:8][N:7]([CH2:10][CH2:11][OH:12])[CH2:6][CH2:5]1. The catalyst class is: 219. (6) Reactant: [Cl:1][S:2]([OH:5])(=O)=[O:3].[Cl:6][C:7]1[S:8][C:9]([Cl:13])=[CH:10][C:11]=1[Cl:12]. Product: [Cl:13][C:9]1[S:8][C:7]([Cl:6])=[C:11]([Cl:12])[C:10]=1[S:2]([Cl:1])(=[O:5])=[O:3]. The catalyst class is: 2. (7) Reactant: [H-].[Na+].[CH3:3][N:4]1[CH2:17][CH2:16][C:7]2[NH:8][C:9]3[CH:10]=[CH:11][C:12]([CH3:15])=[CH:13][C:14]=3[C:6]=2[CH2:5]1.[F:18][C:19]1[CH:20]=[C:21]([C:27]2([CH3:30])[CH2:29][O:28]2)[CH:22]=[CH:23][C:24]=1[O:25][CH3:26]. Product: [CH3:3][N:4]1[CH2:17][CH2:16][C:7]2[N:8]([CH2:30][C:27]([C:21]3[CH:22]=[CH:23][C:24]([O:25][CH3:26])=[C:19]([F:18])[CH:20]=3)([OH:28])[CH3:29])[C:9]3[CH:10]=[CH:11][C:12]([CH3:15])=[CH:13][C:14]=3[C:6]=2[CH2:5]1. The catalyst class is: 3. (8) Reactant: C([O:3][C:4](=[O:18])[C:5]1[CH:10]=[CH:9][C:8]([NH:11][C:12]2[CH:17]=[CH:16][CH:15]=[CH:14][CH:13]=2)=[N:7][CH:6]=1)C.CO.O.O[Li].O. Product: [C:12]1([NH:11][C:8]2[CH:9]=[CH:10][C:5]([C:4]([OH:18])=[O:3])=[CH:6][N:7]=2)[CH:13]=[CH:14][CH:15]=[CH:16][CH:17]=1. The catalyst class is: 1.